The task is: Predict which catalyst facilitates the given reaction.. This data is from Catalyst prediction with 721,799 reactions and 888 catalyst types from USPTO. (1) Reactant: C[O:2][C:3](=[O:15])[CH2:4][C:5]1[CH:10]=[CH:9][C:8]([C:11]([CH3:14])([CH3:13])[CH3:12])=[CH:7][CH:6]=1.[OH-].[Na+]. Product: [C:11]([C:8]1[CH:9]=[CH:10][C:5]([CH2:4][C:3]([OH:15])=[O:2])=[CH:6][CH:7]=1)([CH3:14])([CH3:12])[CH3:13]. The catalyst class is: 83. (2) Reactant: [H-].[Na+].[F:3][C:4]1[CH:5]=[C:6]2[C:10](=[CH:11][CH:12]=1)[NH:9][C:8](=O)[C:7]2=[O:14].[Cl:15][C:16]1[CH:27]=[C:20]2[C:21](OC(=O)[NH:25][C:19]2=[CH:18][CH:17]=1)=[O:22].CO. Product: [Cl:15][C:16]1[CH:27]=[C:20]2[C:19](=[CH:18][CH:17]=1)[N:25]=[C:8]1[C:7](=[O:14])[C:6]3[C:10]([N:9]1[C:21]2=[O:22])=[CH:11][CH:12]=[C:4]([F:3])[CH:5]=3. The catalyst class is: 479. (3) Reactant: [CH3:1][O:2][C:3]1[CH:8]=[CH:7][C:6]([CH:9]([NH:18][CH:19]([C:26]2[N:27]([C:31]([O:33][C:34]([CH3:37])([CH3:36])[CH3:35])=[O:32])[CH:28]=[CH:29][CH:30]=2)[C:20](N(OC)C)=O)[C:10]2[CH:15]=[CH:14][C:13]([O:16][CH3:17])=[CH:12][CH:11]=2)=[CH:5][CH:4]=1.[H-].[H-].[H-].[H-].[Li+].[Al+3].[NH2:44][C@H:45]([C:50]([O:52][CH3:53])=[O:51])[CH2:46][CH:47]([CH3:49])[CH3:48].Cl.[BH-](OC(C)=O)(OC(C)=O)OC(C)=O.[Na+]. Product: [CH3:1][O:2][C:3]1[CH:4]=[CH:5][C:6]([CH:9]([NH:18][CH:19]([C:26]2[N:27]([C:31]([O:33][C:34]([CH3:35])([CH3:37])[CH3:36])=[O:32])[CH:28]=[CH:29][CH:30]=2)[CH2:20][NH:44][C@@H:45]([CH2:46][CH:47]([CH3:49])[CH3:48])[C:50]([O:52][CH3:53])=[O:51])[C:10]2[CH:11]=[CH:12][C:13]([O:16][CH3:17])=[CH:14][CH:15]=2)=[CH:7][CH:8]=1. The catalyst class is: 266. (4) Reactant: [Cl:1][C:2]1[CH:3]=[CH:4][C:5]2[N:6]([C:8]([CH3:26])=[C:9]([NH:11][S:12]([C:15]3[CH:20]=[CH:19][C:18]([N:21]4[CH:25]=[CH:24][CH:23]=[N:22]4)=[CH:17][CH:16]=3)(=[O:14])=[O:13])[N:10]=2)[CH:7]=1.C([O-])([O-])=O.[Na+].[Na+].[F:33][C:34]1[CH:41]=[CH:40][C:37]([CH2:38]Br)=[CH:36][C:35]=1[C:42]([F:45])([F:44])[F:43]. Product: [Cl:1][C:2]1[CH:3]=[CH:4][C:5]2[N:6]([C:8]([CH3:26])=[C:9]([N:11]([CH2:38][C:37]3[CH:40]=[CH:41][C:34]([F:33])=[C:35]([C:42]([F:45])([F:43])[F:44])[CH:36]=3)[S:12]([C:15]3[CH:16]=[CH:17][C:18]([N:21]4[CH:25]=[CH:24][CH:23]=[N:22]4)=[CH:19][CH:20]=3)(=[O:14])=[O:13])[N:10]=2)[CH:7]=1. The catalyst class is: 39. (5) Reactant: [CH3:1][N:2]1[C@@H:19]2[CH2:20][C:7]3[CH:8]=[CH:9][C:10]([O:22][CH3:23])=[C:11]4[O:12][C@H:13]5[C:14]([CH2:16][CH2:17][C@:18]2([OH:21])[C@:5]5([C:6]=34)[CH2:4][CH2:3]1)=[O:15].[C:24]1(=[O:34])[O:29][C:27](=[O:28])[C:26]2=[CH:30][CH:31]=[CH:32][CH:33]=[C:25]12. Product: [CH3:23][O:22][C:10]1[CH:9]=[CH:8][C:7]2[CH2:20][C@H:19]3[N:2]([CH3:1])[CH2:3][CH2:4][C@:5]45[C:6]=2[C:11]=1[O:12][C@H:13]4[C:14](=[O:15])[CH2:16][CH2:17][C@@:18]35[O:21][C:24](=[O:34])[C:25]1[C:26](=[CH:30][CH:31]=[CH:32][CH:33]=1)[C:27]([OH:29])=[O:28]. The catalyst class is: 377. (6) Reactant: [Br:1][C:2]1[CH:3]=[CH:4][C:5]([O:26][CH2:27][CH:28]([CH3:30])[CH3:29])=[C:6]([CH2:8][N:9]2[C:13]([CH3:14])=[CH:12][C:11]([NH:15][C:16](=[O:25])[C:17]3[CH:22]=[CH:21][C:20]([CH:23]=O)=[CH:19][CH:18]=3)=[N:10]2)[CH:7]=1.C(O[BH-](OC(=O)C)OC(=O)C)(=O)C.[Na+].C(O)(=O)C.[CH2:49]([NH2:51])[CH3:50]. Product: [Br:1][C:2]1[CH:3]=[CH:4][C:5]([O:26][CH2:27][CH:28]([CH3:29])[CH3:30])=[C:6]([CH2:8][N:9]2[C:13]([CH3:14])=[CH:12][C:11]([NH:15][C:16](=[O:25])[C:17]3[CH:18]=[CH:19][C:20]([CH2:23][NH:51][CH2:49][CH3:50])=[CH:21][CH:22]=3)=[N:10]2)[CH:7]=1. The catalyst class is: 2. (7) Reactant: [H-].[Na+].[C:3]([O:7][C:8]([N:10]1[CH2:16][CH2:15][C:14]2[C:17]([OH:22])=[C:18]([Cl:21])[CH:19]=[CH:20][C:13]=2[CH2:12][CH2:11]1)=[O:9])([CH3:6])([CH3:5])[CH3:4].[F:23][C:24]1[CH:31]=[CH:30][C:27]([CH2:28]Br)=[CH:26][CH:25]=1. Product: [C:3]([O:7][C:8]([N:10]1[CH2:16][CH2:15][C:14]2[C:17]([O:22][CH2:28][C:27]3[CH:30]=[CH:31][C:24]([F:23])=[CH:25][CH:26]=3)=[C:18]([Cl:21])[CH:19]=[CH:20][C:13]=2[CH2:12][CH2:11]1)=[O:9])([CH3:6])([CH3:4])[CH3:5]. The catalyst class is: 3. (8) Reactant: C([O:8][C:9]1[CH:10]=[CH:11][C:12]([CH2:15][CH:16]([NH:33][C:34](=[O:40])[O:35][C:36]([CH3:39])([CH3:38])[CH3:37])[C:17]([NH:19][C:20]2[CH:25]=[CH:24][C:23]([CH2:26][CH2:27][CH2:28][C:29]([NH:31][OH:32])=[O:30])=[CH:22][CH:21]=2)=[O:18])=[N:13][CH:14]=1)C1C=CC=CC=1. Product: [C:36]([O:35][C:34](=[O:40])[NH:33][CH:16]([CH2:15][C:12]1[CH:11]=[CH:10][C:9]([OH:8])=[CH:14][N:13]=1)[C:17]([NH:19][C:20]1[CH:21]=[CH:22][C:23]([CH2:26][CH2:27][CH2:28][C:29]([NH:31][OH:32])=[O:30])=[CH:24][CH:25]=1)=[O:18])([CH3:39])([CH3:37])[CH3:38]. The catalyst class is: 19. (9) Reactant: [C:1]1([N:7]2[C:19]3[CH:18]=[CH:17][C:16](C4C=CC([C:16]5[CH:17]=[CH:18][C:19]6[N:7]([C:1]7[CH:2]=[CH:3][CH:4]=[CH:5][CH:6]=7)[C:8]7[C:13]([C:14]=6[CH:15]=5)=[CH:12][CH:11]=[CH:10][CH:9]=7)=CC=4)=[CH:15][C:14]=3[C:13]3[C:8]2=[CH:9][CH:10]=[CH:11][CH:12]=3)[CH:6]=[CH:5][CH:4]=[CH:3][CH:2]=1.II.C1(N2C3C=CC(B(O)O)=CC=3C3C2=CC=CC=3)C=CC=CC=1.[B].[Br:70][C:71]1[CH:76]=[CH:75][C:74](I)=[CH:73][CH:72]=1. Product: [Br:70][C:71]1[CH:76]=[CH:75][C:74]([C:16]2[CH:17]=[CH:18][C:19]3[N:7]([C:1]4[CH:6]=[CH:5][CH:4]=[CH:3][CH:2]=4)[C:8]4[C:13]([C:14]=3[CH:15]=2)=[CH:12][CH:11]=[CH:10][CH:9]=4)=[CH:73][CH:72]=1. The catalyst class is: 195. (10) Reactant: [CH2:1]([N:3]1[CH2:8][CH2:7][CH:6]([C:9]2[C:10]([F:16])=[C:11]([OH:15])[CH:12]=[CH:13][CH:14]=2)[CH2:5][CH2:4]1)[CH3:2].[OH-].[Na+].Cl[CH:20]([F:22])[F:21]. Product: [F:21][CH:20]([F:22])[O:15][C:11]1[C:10]([F:16])=[C:9]([CH:6]2[CH2:7][CH2:8][N:3]([CH2:1][CH3:2])[CH2:4][CH2:5]2)[CH:14]=[CH:13][CH:12]=1. The catalyst class is: 32.